Predict the reactants needed to synthesize the given product. From a dataset of Full USPTO retrosynthesis dataset with 1.9M reactions from patents (1976-2016). Given the product [CH3:14][C:11]1[N:10]=[C:9]([C:15]([O:17][CH3:18])=[O:16])[C:8]([C:6]2[O:1][N:2]=[C:3]([CH3:4])[CH:7]=2)=[CH:13][CH:12]=1, predict the reactants needed to synthesize it. The reactants are: [OH:1]/[N:2]=[C:3](\Cl)/[CH3:4].[C:6]([C:8]1[C:9]([C:15]([O:17][CH3:18])=[O:16])=[N:10][C:11]([CH3:14])=[CH:12][CH:13]=1)#[CH:7].CCOC(C)=O.[NH4+].[Cl-].